Dataset: Full USPTO retrosynthesis dataset with 1.9M reactions from patents (1976-2016). Task: Predict the reactants needed to synthesize the given product. (1) Given the product [F:13][C:14]1[N:15]=[CH:16][C:17]([C@@H:9]2[CH2:10][CH2:11][C:7](=[O:12])[CH2:8]2)=[CH:18][CH:19]=1, predict the reactants needed to synthesize it. The reactants are: C(O[K])(C)(C)C.[C:7]1(=[O:12])[CH2:11][CH2:10][CH:9]=[CH:8]1.[F:13][C:14]1[CH:19]=[CH:18][C:17](B2OC(C)(C)C(C)(C)O2)=[CH:16][N:15]=1. (2) Given the product [CH:1]1([N:7]([CH2:19][O:20][CH2:21][CH2:22][Si:23]([CH3:26])([CH3:25])[CH3:24])[S:8]([C:11]2[CH:16]=[CH:15][CH:14]=[C:13]([CH2:17][O:18][CH2:34][CH2:35][O:36][C:37]3[CH:42]=[CH:41][C:40]([CH2:43][CH2:44][N:45]4[CH2:49][C@@H:48]([C:50]5[CH:61]=[CH:60][C:53]6[O:54][C:55]([CH3:58])([CH3:59])[O:56][CH2:57][C:52]=6[CH:51]=5)[O:47][C:46]4=[O:62])=[CH:39][CH:38]=3)[CH:12]=2)(=[O:10])=[O:9])[CH2:2][CH2:3][CH2:4][CH2:5][CH2:6]1, predict the reactants needed to synthesize it. The reactants are: [CH:1]1([N:7]([CH2:19][O:20][CH2:21][CH2:22][Si:23]([CH3:26])([CH3:25])[CH3:24])[S:8]([C:11]2[CH:16]=[CH:15][CH:14]=[C:13]([CH2:17][OH:18])[CH:12]=2)(=[O:10])=[O:9])[CH2:6][CH2:5][CH2:4][CH2:3][CH2:2]1.[H-].[Na+].CS(O[CH2:34][CH2:35][O:36][C:37]1[CH:42]=[CH:41][C:40]([CH2:43][CH2:44][N:45]2[CH2:49][C@@H:48]([C:50]3[CH:61]=[CH:60][C:53]4[O:54][C:55]([CH3:59])([CH3:58])[O:56][CH2:57][C:52]=4[CH:51]=3)[O:47][C:46]2=[O:62])=[CH:39][CH:38]=1)(=O)=O.P([O-])([O-])([O-])=O. (3) Given the product [Br:12][C:13]1[CH:14]=[N:15][C:16]2[N:17]([CH:2]=[C:3]([C:5]3[CH:10]=[CH:9][C:8]([OH:11])=[CH:7][CH:6]=3)[N:19]=2)[CH:18]=1, predict the reactants needed to synthesize it. The reactants are: Br[CH2:2][C:3]([C:5]1[CH:10]=[CH:9][C:8]([OH:11])=[CH:7][CH:6]=1)=O.[Br:12][C:13]1[CH:14]=[N:15][C:16]([NH2:19])=[N:17][CH:18]=1. (4) The reactants are: [CH:1]1([CH2:4][C:5]2([C:15]#N)[CH2:14][CH2:13][C:8]3([O:12][CH2:11][CH2:10][O:9]3)[CH2:7][CH2:6]2)[CH2:3][CH2:2]1.[O:17]1C2(CCC(C#N)CC2)OCC1.C1(CBr)CC1.[H-].C([Al+]CC(C)C)C(C)C.C1(C)C=CC=CC=1.C(O)(=O)CC(CC(O)=O)(C(O)=O)O. Given the product [CH:1]1([CH2:4][C:5]2([CH:15]=[O:17])[CH2:14][CH2:13][C:8]3([O:12][CH2:11][CH2:10][O:9]3)[CH2:7][CH2:6]2)[CH2:3][CH2:2]1, predict the reactants needed to synthesize it. (5) Given the product [N:25]1([C:2]2[N:10]([CH3:11])[C:9]3[C:8](=[O:12])[N:7]([CH2:13][C:14]4[CH:19]=[CH:18][C:17]([Cl:20])=[CH:16][CH:15]=4)[C:6](=[O:21])[N:5]([CH2:22][CH2:23][CH3:24])[C:4]=3[N:3]=2)[CH2:28][CH2:27][CH2:26]1, predict the reactants needed to synthesize it. The reactants are: Br[C:2]1[N:10]([CH3:11])[C:9]2[C:8](=[O:12])[N:7]([CH2:13][C:14]3[CH:19]=[CH:18][C:17]([Cl:20])=[CH:16][CH:15]=3)[C:6](=[O:21])[N:5]([CH2:22][CH2:23][CH3:24])[C:4]=2[N:3]=1.[NH:25]1[CH2:28][CH2:27][CH2:26]1.CCN(C(C)C)C(C)C.ClCCl. (6) Given the product [CH2:16]([N:7]1[C:15]2[C:10](=[C:1]([OH:4])[CH:12]=[CH:13][CH:14]=2)[CH2:9][CH2:8]1)[CH3:17], predict the reactants needed to synthesize it. The reactants are: [C:1](=[O:4])([O-])[O-].[K+].[K+].[NH:7]1[C:15]2[C:10](=C[CH:12]=[CH:13][CH:14]=2)[CH2:9][CH2:8]1.[CH2:16](I)[CH3:17]. (7) Given the product [Cl:11][C:9]1[N:8]=[C:7]([CH3:12])[N:6]=[C:5]([NH2:1])[N:10]=1, predict the reactants needed to synthesize it. The reactants are: [NH3:1].CO.Cl[C:5]1[N:10]=[C:9]([Cl:11])[N:8]=[C:7]([CH3:12])[N:6]=1.C1(C)C=CC=CC=1. (8) The reactants are: [Br:1][C:2]1[CH:3]=[C:4]2[C:9](=[CH:10][C:11]=1F)[CH:8]1[CH2:13][CH:6]([CH2:7]1)[C:5]2=O.CO.[NH2:17][OH:18].Cl.[OH-].[K+]. Given the product [Br:1][C:2]1[CH:3]=[C:4]2[C:9](=[CH:10][CH:11]=1)[CH:8]1[CH2:13][CH:6]([CH2:7]1)[C:5]2=[N:17][OH:18], predict the reactants needed to synthesize it. (9) Given the product [CH3:1][O:2][C:3]1[N:4]=[C:5]2[C:10](=[CH:11][C:12]=1[CH2:13][NH:29][C@H:28]1[CH2:27][CH2:26][CH2:25][NH:24][C@H:23]1[C:17]1[CH:22]=[CH:21][CH:20]=[CH:19][CH:18]=1)[N:9]([CH3:15])[C:8](=[O:16])[CH2:7][CH2:6]2, predict the reactants needed to synthesize it. The reactants are: [CH3:1][O:2][C:3]1[C:12]([CH:13]=O)=[CH:11][C:10]2[N:9]([CH3:15])[C:8](=[O:16])[CH2:7][CH2:6][C:5]=2[N:4]=1.[C:17]1([C@H:23]2[C@@H:28]([NH2:29])[CH2:27][CH2:26][CH2:25][NH:24]2)[CH:22]=[CH:21][CH:20]=[CH:19][CH:18]=1.C(N(CC)CC)C.C(O[BH-](OC(=O)C)OC(=O)C)(=O)C.[Na+].